Dataset: Full USPTO retrosynthesis dataset with 1.9M reactions from patents (1976-2016). Task: Predict the reactants needed to synthesize the given product. (1) Given the product [F:12][CH:11]([F:13])[C:8]1[N:6]2[N:7]=[C:2]([N:26]3[CH2:25][CH2:24][N:23]([C@@H:21]([C:18]4[CH:19]=[CH:20][C:15]([F:14])=[CH:16][CH:17]=4)[CH3:22])[CH2:28][CH2:27]3)[CH:3]=[CH:4][C:5]2=[N:10][N:9]=1, predict the reactants needed to synthesize it. The reactants are: Cl[C:2]1[CH:3]=[CH:4][C:5]2[N:6]([C:8]([CH:11]([F:13])[F:12])=[N:9][N:10]=2)[N:7]=1.[F:14][C:15]1[CH:20]=[CH:19][C:18]([C@H:21]([N:23]2[CH2:28][CH2:27][NH:26][CH2:25][CH2:24]2)[CH3:22])=[CH:17][CH:16]=1.CCN(C(C)C)C(C)C. (2) Given the product [C:1]([O:5][C:6]([CH:7]1[CH:28]([CH2:29][C:30]([CH3:33])([CH3:32])[CH3:31])[C:25]([C:22]2[CH:23]=[CH:24][C:19]([Cl:18])=[CH:20][CH:21]=2)([C:26]#[N:27])[CH:9]([C:10]2[CH:15]=[CH:14][CH:13]=[C:12]([Cl:16])[CH:11]=2)[NH:8]1)=[O:17])([CH3:4])([CH3:2])[CH3:3], predict the reactants needed to synthesize it. The reactants are: [C:1]([O:5][C:6](=[O:17])[CH2:7]/[N:8]=[CH:9]/[C:10]1[CH:15]=[CH:14][CH:13]=[C:12]([Cl:16])[CH:11]=1)([CH3:4])([CH3:3])[CH3:2].[Cl:18][C:19]1[CH:24]=[CH:23][C:22](/[C:25](=[CH:28]/[CH2:29][C:30]([CH3:33])([CH3:32])[CH3:31])/[C:26]#[N:27])=[CH:21][CH:20]=1.C(N(CC)CC)C.